This data is from Catalyst prediction with 721,799 reactions and 888 catalyst types from USPTO. The task is: Predict which catalyst facilitates the given reaction. (1) Reactant: [N+:1]([C:4]1[CH:9]=[C:8]([CH2:10][C:11]([O:13][CH2:14][CH3:15])=[O:12])[CH:7]=[CH:6][C:5]=1[C:16]1[CH:21]=[CH:20][CH:19]=[CH:18][CH:17]=1)([O-])=O.N12CCC(CC1)[C@@H](OC(=O)NC1C=C(CCCCC3OC4C=CC(CNC[C@H](O[Si](C(C)(C)C)(C)C)C5C=CC(O)=C6C=5C=CC(=O)N6)=CC=4N=3)C=CC=1C1C=CC=CC=1)C2. Product: [NH2:1][C:4]1[CH:9]=[C:8]([CH2:10][C:11]([O:13][CH2:14][CH3:15])=[O:12])[CH:7]=[CH:6][C:5]=1[C:16]1[CH:17]=[CH:18][CH:19]=[CH:20][CH:21]=1. The catalyst class is: 256. (2) Reactant: [OH:1][CH2:2][CH:3]1[NH:8][CH2:7][CH2:6][N:5]([C:9]([O:11][C:12]([CH3:15])([CH3:14])[CH3:13])=[O:10])[CH2:4]1.C(N(CC)CC)C.[F:23][C:24]1[CH:29]=[CH:28][CH:27]=[CH:26][C:25]=1[S:30](Cl)(=[O:32])=[O:31].O. Product: [F:23][C:24]1[CH:29]=[CH:28][CH:27]=[CH:26][C:25]=1[S:30]([N:8]1[CH2:7][CH2:6][N:5]([C:9]([O:11][C:12]([CH3:15])([CH3:14])[CH3:13])=[O:10])[CH2:4][CH:3]1[CH2:2][OH:1])(=[O:32])=[O:31]. The catalyst class is: 7. (3) Reactant: [H-].[Na+].[N+:3]([C:6]1[CH:12]=[C:11]([C:13]([F:16])([F:15])[F:14])[CH:10]=[CH:9][C:7]=1[NH2:8])([O-:5])=[O:4].F[C:18]1[CH:23]=[CH:22][CH:21]=[CH:20][N:19]=1. Product: [N+:3]([C:6]1[CH:12]=[C:11]([C:13]([F:14])([F:15])[F:16])[CH:10]=[CH:9][C:7]=1[NH:8][C:18]1[CH:23]=[CH:22][CH:21]=[CH:20][N:19]=1)([O-:5])=[O:4]. The catalyst class is: 44. (4) The catalyst class is: 8. Product: [NH2:7][C:6]1[N:4]([CH2:3][CH2:2][OH:1])[N:5]=[C:9]([OH:10])[C:8]=1[C:14]1[CH:15]=[CH:16][C:17]([CH3:20])=[CH:18][CH:19]=1. Reactant: [OH:1][CH2:2][CH2:3][NH:4][NH2:5].[C:6]([CH:8]([C:14]1[CH:19]=[CH:18][C:17]([CH3:20])=[CH:16][CH:15]=1)[C:9](OCC)=[O:10])#[N:7]. (5) Reactant: [F:1][C:2]1[CH:7]=[CH:6][C:5]([C:8]([C:13]2[CH:18]=[CH:17][C:16]([F:19])=[CH:15][CH:14]=2)([NH2:12])[CH:9]([NH2:11])[CH3:10])=[CH:4][CH:3]=1.[N:20]1[CH:25]=[CH:24][N:23]=[CH:22][C:21]=1[C:26](O)=[O:27].CN(C)CCCN=C=NCC. Product: [NH2:12][C:8]([C:13]1[CH:14]=[CH:15][C:16]([F:19])=[CH:17][CH:18]=1)([C:5]1[CH:4]=[CH:3][C:2]([F:1])=[CH:7][CH:6]=1)[CH:9]([NH:11][C:26]([C:21]1[CH:22]=[N:23][CH:24]=[CH:25][N:20]=1)=[O:27])[CH3:10]. The catalyst class is: 17. (6) The catalyst class is: 4. Product: [NH2:39][C:37]1[N:36]=[CH:35][N:34]=[C:33]2[N:32]([C@@H:40]3[CH2:44][CH2:43][N:42]([C:1](=[O:10])/[CH:2]=[CH:3]/[C:4]4[CH:9]=[CH:8][CH:7]=[CH:6][CH:5]=4)[CH2:41]3)[N:31]=[C:30]([C:14]3[CH:15]=[CH:16][C:17]([O:19][C:20]4[C:25]([F:26])=[C:24]([F:27])[CH:23]=[C:22]([F:28])[C:21]=4[F:29])=[CH:18][C:13]=3[F:12])[C:38]=12.[ClH:11]. Reactant: [C:1]([Cl:11])(=[O:10])[CH:2]=[CH:3][C:4]1[CH:9]=[CH:8][CH:7]=[CH:6][CH:5]=1.[F:12][C:13]1[CH:18]=[C:17]([O:19][C:20]2[C:25]([F:26])=[C:24]([F:27])[CH:23]=[C:22]([F:28])[C:21]=2[F:29])[CH:16]=[CH:15][C:14]=1[C:30]1[C:38]2[C:33](=[N:34][CH:35]=[N:36][C:37]=2[NH2:39])[N:32]([C@@H:40]2[CH2:44][CH2:43][NH:42][CH2:41]2)[N:31]=1.C(#N)C.O. (7) Product: [NH:1]1[C:9]2[C:4](=[CH:5][CH:6]=[CH:7][CH:8]=2)[C:3]([CH:10]=[CH:11][C:12]2[CH:17]=[CH:16][CH:15]=[CH:14][C:13]=2/[N:18]=[CH:25]/[C:21]2[S:22][CH:23]=[CH:24][C:20]=2[CH3:19])=[N:2]1. Reactant: [NH:1]1[C:9]2[C:4](=[CH:5][CH:6]=[CH:7][CH:8]=2)[C:3](/[CH:10]=[CH:11]/[C:12]2[CH:17]=[CH:16][CH:15]=[CH:14][C:13]=2[NH2:18])=[N:2]1.[CH3:19][C:20]1[CH:24]=[CH:23][S:22][C:21]=1[CH:25]=O.C1(C)C=CC(S(O)(=O)=O)=CC=1. The catalyst class is: 11.